From a dataset of Reaction yield outcomes from USPTO patents with 853,638 reactions. Predict the reaction yield, written as a fraction of the theoretical maximum amount of product (1.0 means a 100% yield; for example, 0.34 means a 34% yield). (1) The yield is 0.680. The reactants are CS(OC[CH2:7][CH2:8][C@@:9]1([C:25]2[CH:30]=[CH:29][CH:28]=[CH:27][CH:26]=2)[O:14][C:13](=[O:15])[N:12]([C@H:16]([C:18]2[CH:23]=[CH:22][C:21]([Br:24])=[CH:20][CH:19]=2)[CH3:17])[CH2:11][CH2:10]1)(=O)=O.[H-].[Na+].[CH3:33][NH:34][C:35](=[O:37])[CH3:36].[CH2:38](Cl)Cl. The product is [Br:24][C:21]1[CH:20]=[CH:19][C:18]([C@@H:16]([N:12]2[CH2:11][CH2:10][C@:9]([CH2:8][CH2:7][CH2:33][N:34]([CH3:38])[C:35](=[O:37])[CH3:36])([C:25]3[CH:26]=[CH:27][CH:28]=[CH:29][CH:30]=3)[O:14][C:13]2=[O:15])[CH3:17])=[CH:23][CH:22]=1. No catalyst specified. (2) The reactants are [O:1]=[C:2]1[CH2:11][CH2:10][CH2:9][C:8]2[CH:7]=[C:6]([C:12]([OH:14])=[O:13])[CH:5]=[CH:4][C:3]1=2.CO.[CH3:17][Si](C=[N+]=[N-])(C)C. The catalyst is C1COCC1. The product is [O:1]=[C:2]1[CH2:11][CH2:10][CH2:9][C:8]2[CH:7]=[C:6]([C:12]([O:14][CH3:17])=[O:13])[CH:5]=[CH:4][C:3]1=2. The yield is 1.00. (3) The reactants are [CH2:1]([O:3][C:4]1[CH:9]=[C:8]([C:10]([NH:12][CH2:13][CH3:14])=[O:11])[CH:7]=[CH:6][C:5]=1[N:15]1[CH:19]=[C:18]([C:20]([O:22]CC)=[O:21])[N:17]=[N:16]1)[CH3:2].[OH-].[Na+].O. The catalyst is C(O)C. The product is [CH2:1]([O:3][C:4]1[CH:9]=[C:8]([C:10]([NH:12][CH2:13][CH3:14])=[O:11])[CH:7]=[CH:6][C:5]=1[N:15]1[CH:19]=[C:18]([C:20]([OH:22])=[O:21])[N:17]=[N:16]1)[CH3:2]. The yield is 0.760.